This data is from Full USPTO retrosynthesis dataset with 1.9M reactions from patents (1976-2016). The task is: Predict the reactants needed to synthesize the given product. (1) Given the product [O:10]=[C:9]1[N:11]([CH2:12][C:13]2[S:14][CH:15]=[CH:16][CH:17]=2)[C:24](=[O:26])[C:23]2[C:18](=[CH:19][CH:20]=[C:21]([C:28]([O:30][CH3:31])=[O:29])[CH:22]=2)[NH:8]1, predict the reactants needed to synthesize it. The reactants are: C([N:8]([C:18]1[C:23]([C:24]([O:26]C)=O)=[CH:22][C:21]([C:28]([O-:30])=[O:29])=[CH:20][CH:19]=1)[C:9]([NH:11][CH2:12][C:13]1[S:14][CH:15]=[CH:16][CH:17]=1)=[O:10])C1C=CC=CC=1.[CH3:31]S(C)=O. (2) Given the product [CH3:37][C:23]1[N:22]=[C:21]([C:19]2[CH:18]=[CH:17][N:16]=[C:15]([C:11]3[CH:10]=[C:9]([S:6]([NH2:5])(=[O:8])=[O:7])[CH:14]=[CH:13][CH:12]=3)[CH:20]=2)[CH:26]=[C:25]([C:27]2[CH:32]=[CH:31][C:30]([C:33]([F:36])([F:34])[F:35])=[CH:29][CH:28]=2)[CH:24]=1, predict the reactants needed to synthesize it. The reactants are: C([NH:5][S:6]([C:9]1[CH:14]=[CH:13][CH:12]=[C:11]([C:15]2[CH:20]=[C:19]([C:21]3[CH:26]=[C:25]([C:27]4[CH:32]=[CH:31][C:30]([C:33]([F:36])([F:35])[F:34])=[CH:29][CH:28]=4)[CH:24]=[C:23]([CH3:37])[N:22]=3)[CH:18]=[CH:17][N:16]=2)[CH:10]=1)(=[O:8])=[O:7])(C)(C)C.C(O)(C(F)(F)F)=O. (3) The reactants are: Br.[NH2:2][CH2:3][CH2:4][C:5]1[C:13]2[S:12][C:11](=[O:14])[NH:10][C:9]=2[C:8]([OH:15])=[CH:7][CH:6]=1.C(=O)([O-])O.[Na+].[CH3:21][O:22][CH:23]([O:26][CH3:27])[CH:24]=O.C([BH3-])#N.[Na+].Cl[C:33]([O:35][CH2:36][C:37]1[CH:42]=[CH:41][CH:40]=[CH:39][CH:38]=1)=[O:34]. Given the product [CH3:27][O:26][CH:23]([O:22][CH3:21])[CH2:24][N:2]([CH2:3][CH2:4][C:5]1[C:13]2[S:12][C:11](=[O:14])[NH:10][C:9]=2[C:8]([OH:15])=[CH:7][CH:6]=1)[C:33](=[O:34])[O:35][CH2:36][C:37]1[CH:42]=[CH:41][CH:40]=[CH:39][CH:38]=1, predict the reactants needed to synthesize it. (4) Given the product [CH3:36][N:37]([CH3:39])[C:38]1[O:15][N:14]=[C:13]([CH2:12][N:8]2[C:9]3[C:5](=[C:4]([C:20]([F:22])([F:23])[F:21])[C:3]([C:1]#[N:2])=[CH:11][CH:10]=3)[CH:6]=[C:7]2[CH2:17][CH2:18][CH3:19])[N:16]=1, predict the reactants needed to synthesize it. The reactants are: [C:1]([C:3]1[C:4]([C:20]([F:23])([F:22])[F:21])=[C:5]2[C:9](=[CH:10][CH:11]=1)[N:8]([CH2:12][C:13](=[NH:16])[NH:14][OH:15])[C:7]([CH2:17][CH2:18][CH3:19])=[CH:6]2)#[N:2].ClC1C=CC(SC)=CC=1C(O)=O.[CH3:36][N:37]([C:39](ON1N=NC2C=CC=NC1=2)=[N+](C)C)[CH3:38].F[P-](F)(F)(F)(F)F.C(N(CC)CC)C. (5) Given the product [C:23]([O:22][C:20]([N:27]1[C:35]2[C:30](=[CH:31][CH:32]=[CH:33][CH:34]=2)[CH:29]=[C:28]1[C:2]1[CH:3]=[CH:4][C:5]([CH2:18][CH3:19])=[C:6]([S:8](=[O:10])(=[O:9])[NH:11][CH:12]2[CH2:17][CH2:16][CH2:15][CH2:14][CH2:13]2)[CH:7]=1)=[O:21])([CH3:26])([CH3:24])[CH3:25], predict the reactants needed to synthesize it. The reactants are: Br[C:2]1[CH:3]=[CH:4][C:5]([CH2:18][CH3:19])=[C:6]([S:8]([NH:11][CH:12]2[CH2:17][CH2:16][CH2:15][CH2:14][CH2:13]2)(=[O:10])=[O:9])[CH:7]=1.[C:20]([N:27]1[C:35]2[C:30](=[CH:31][CH:32]=[CH:33][CH:34]=2)[CH:29]=[C:28]1B(O)O)([O:22][C:23]([CH3:26])([CH3:25])[CH3:24])=[O:21].[F-].[Cs+].O1CCOCC1. (6) The reactants are: C([Si](C)(C)[O:6][C:7]1[CH:12]=[CH:11][C:10]([C:13]([C:18]2[CH:23]=[CH:22][C:21]([C:24]#[C:25][CH:26]([C:28]3([CH3:34])[CH2:33][CH2:32][CH2:31][CH2:30][CH2:29]3)[OH:27])=[C:20]([CH3:35])[CH:19]=2)([CH2:16][CH3:17])[CH2:14][CH3:15])=[CH:9][C:8]=1[CH3:36])(C)(C)C.[C:39]([O:42][CH2:43][CH3:44])(=[O:41])[CH3:40].[CH2:45]1COCC1. Given the product [CH2:14]([C:13]([C:10]1[CH:11]=[CH:12][C:7]([O:6][CH2:44][C@@H:43]2[O:42][C:39](=[O:41])[CH2:40][CH2:45]2)=[C:8]([CH3:36])[CH:9]=1)([C:18]1[CH:23]=[CH:22][C:21]([C:24]#[C:25][CH:26]([OH:27])[C:28]2([CH3:34])[CH2:33][CH2:32][CH2:31][CH2:30][CH2:29]2)=[C:20]([CH3:35])[CH:19]=1)[CH2:16][CH3:17])[CH3:15], predict the reactants needed to synthesize it.